Dataset: TCR-epitope binding with 47,182 pairs between 192 epitopes and 23,139 TCRs. Task: Binary Classification. Given a T-cell receptor sequence (or CDR3 region) and an epitope sequence, predict whether binding occurs between them. (1) The epitope is AMFWSVPTV. The TCR CDR3 sequence is CASSYRATEAFF. Result: 0 (the TCR does not bind to the epitope). (2) The epitope is LPPAYTNSF. The TCR CDR3 sequence is CASGQIDGTEAFF. Result: 0 (the TCR does not bind to the epitope).